Dataset: Catalyst prediction with 721,799 reactions and 888 catalyst types from USPTO. Task: Predict which catalyst facilitates the given reaction. (1) Reactant: [CH2:1]([O:3][C:4](=[O:15])[C:5]1[CH:10]=[C:9]([F:11])[C:8](F)=[C:7]([F:13])[C:6]=1[F:14])[CH3:2].[C:16]([O:20][C:21](=[O:28])[NH:22][C@H:23]1[CH2:27][CH2:26][NH:25][CH2:24]1)([CH3:19])([CH3:18])[CH3:17].C(N(CC)CC)C. Product: [CH2:1]([O:3][C:4](=[O:15])[C:5]1[CH:10]=[C:9]([F:11])[C:8]([N:25]2[CH2:26][CH2:27][C@H:23]([NH:22][C:21]([O:20][C:16]([CH3:19])([CH3:18])[CH3:17])=[O:28])[CH2:24]2)=[C:7]([F:13])[C:6]=1[F:14])[CH3:2]. The catalyst class is: 10. (2) Reactant: [CH3:1][O:2][C:3](=[O:29])[C@H:4]([CH2:25][CH:26]([CH3:28])[CH3:27])[NH:5][C:6](=[O:24])[C:7]1[CH:12]=[CH:11][C:10]([NH2:13])=[CH:9][C:8]=1[C:14]1[C:23]2[C:18](=[CH:19][CH:20]=[CH:21][CH:22]=2)[CH:17]=[CH:16][CH:15]=1.[N:30]1[CH:35]=[CH:34][C:33]([CH:36]=O)=[CH:32][CH:31]=1. Product: [CH3:1][O:2][C:3](=[O:29])[C@H:4]([CH2:25][CH:26]([CH3:27])[CH3:28])[NH:5][C:6](=[O:24])[C:7]1[CH:12]=[CH:11][C:10]([NH:13][CH2:36][C:33]2[CH:34]=[CH:35][N:30]=[CH:31][CH:32]=2)=[CH:9][C:8]=1[C:14]1[C:23]2[C:18](=[CH:19][CH:20]=[CH:21][CH:22]=2)[CH:17]=[CH:16][CH:15]=1. The catalyst class is: 5.